Dataset: Peptide-MHC class I binding affinity with 185,985 pairs from IEDB/IMGT. Task: Regression. Given a peptide amino acid sequence and an MHC pseudo amino acid sequence, predict their binding affinity value. This is MHC class I binding data. (1) The peptide sequence is ETQTGMHAH. The MHC is HLA-B27:05 with pseudo-sequence HLA-B27:05. The binding affinity (normalized) is 0.0847. (2) The peptide sequence is LSCTKNTSHH. The MHC is HLA-A11:01 with pseudo-sequence HLA-A11:01. The binding affinity (normalized) is 0. (3) The peptide sequence is ALYQPDTGNY. The MHC is HLA-A30:02 with pseudo-sequence HLA-A30:02. The binding affinity (normalized) is 0.521.